Task: Predict which catalyst facilitates the given reaction.. Dataset: Catalyst prediction with 721,799 reactions and 888 catalyst types from USPTO (1) Reactant: [NH2:1][CH2:2][CH2:3][C:4]1[O:5][C:6]2[C:12]([CH2:13][O:14][C:15]3[CH:20]=[CH:19][C:18]([CH2:21][CH2:22][C:23]([O:25][CH2:26][CH3:27])=[O:24])=[C:17]([CH3:28])[C:16]=3[CH3:29])=[CH:11][C:10]([F:30])=[CH:9][C:7]=2[CH:8]=1.C(N(CC)CC)C.[CH3:38][S:39](Cl)(=[O:41])=[O:40]. Product: [F:30][C:10]1[CH:11]=[C:12]([CH2:13][O:14][C:15]2[CH:20]=[CH:19][C:18]([CH2:21][CH2:22][C:23]([O:25][CH2:26][CH3:27])=[O:24])=[C:17]([CH3:28])[C:16]=2[CH3:29])[C:6]2[O:5][C:4]([CH2:3][CH2:2][NH:1][S:39]([CH3:38])(=[O:41])=[O:40])=[CH:8][C:7]=2[CH:9]=1. The catalyst class is: 4. (2) The catalyst class is: 4. Product: [F:1][C:2]1[CH:3]=[C:4]([CH:18]=[CH:19][CH:20]=1)[CH2:5][O:6][C:7]1[CH:12]=[CH:11][C:10]([CH:13]=[CH:14][C:15]([NH2:21])=[O:16])=[CH:9][CH:8]=1. Reactant: [F:1][C:2]1[CH:3]=[C:4]([CH:18]=[CH:19][CH:20]=1)[CH2:5][O:6][C:7]1[CH:12]=[CH:11][C:10]([CH:13]=[CH:14][C:15](Cl)=[O:16])=[CH:9][CH:8]=1.[NH3:21].